From a dataset of Forward reaction prediction with 1.9M reactions from USPTO patents (1976-2016). Predict the product of the given reaction. (1) Given the reactants [N:1]([CH2:4][CH2:5][O:6][C:7]1[CH:12]=[CH:11][C:10]([CH2:13][CH:14]([CH2:20][CH2:21][CH2:22][CH3:23])[C:15]([O:17][CH2:18][CH3:19])=[O:16])=[CH:9][CH:8]=1)=[N+]=[N-], predict the reaction product. The product is: [NH2:1][CH2:4][CH2:5][O:6][C:7]1[CH:12]=[CH:11][C:10]([CH2:13][CH:14]([CH2:20][CH2:21][CH2:22][CH3:23])[C:15]([O:17][CH2:18][CH3:19])=[O:16])=[CH:9][CH:8]=1. (2) Given the reactants [Cl:1][C:2]1[C:3]([NH:28][C@H:29]2[CH2:34][CH2:33][CH2:32][CH2:31][C@H:30]2[NH:35]C(=O)OC(C)(C)C)=[N:4][C:5]([NH:20][C:21]2[CH:22]=[N:23][CH:24]=[C:25]([CH3:27])[CH:26]=2)=[C:6]([C:8]([NH:10]C(C2C=CC=CC=2)(C)C)=[O:9])[CH:7]=1.C(O)(C(F)(F)F)=O, predict the reaction product. The product is: [ClH:1].[NH2:35][C@H:30]1[CH2:31][CH2:32][CH2:33][CH2:34][C@H:29]1[NH:28][C:3]1[C:2]([Cl:1])=[CH:7][C:6]([C:8]([NH2:10])=[O:9])=[C:5]([NH:20][C:21]2[CH:22]=[N:23][CH:24]=[C:25]([CH3:27])[CH:26]=2)[N:4]=1. (3) Given the reactants CC(C[AlH]CC(C)C)C.CCCCCC.[CH3:16][C:17]1[N:18]([C:23]2[N:28]=[C:27]([C:29]3[CH:36]=[CH:35][C:32]([C:33]#N)=[CH:31][CH:30]=3)[CH:26]=[C:25]([CH3:37])[CH:24]=2)[C:19]([CH3:22])=[CH:20][CH:21]=1.Cl.C([O:41]CC)C, predict the reaction product. The product is: [CH3:16][C:17]1[N:18]([C:23]2[N:28]=[C:27]([C:29]3[CH:36]=[CH:35][C:32]([CH:33]=[O:41])=[CH:31][CH:30]=3)[CH:26]=[C:25]([CH3:37])[CH:24]=2)[C:19]([CH3:22])=[CH:20][CH:21]=1. (4) Given the reactants [CH3:1][O:2][C:3]1[CH:4]=[C:5]([SH:11])[CH:6]=[CH:7][C:8]=1[O:9][CH3:10].Cl[CH2:13][C:14]#[N:15].C([O-])([O-])=O.[K+].[K+].CCOC(C)=O, predict the reaction product. The product is: [CH3:1][O:2][C:3]1[CH:4]=[C:5]([S:11][CH2:13][C:14]#[N:15])[CH:6]=[CH:7][C:8]=1[O:9][CH3:10]. (5) Given the reactants Cl[C:2]1[CH:11]=[C:10]([O:12][CH3:13])[C:9]2[C:4](=[CH:5][C:6]([C:14]3[C:19]([C:20]([F:23])([F:22])[F:21])=[CH:18][CH:17]=[CH:16][N:15]=3)=[CH:7][CH:8]=2)[N:3]=1.C([O-])=O.[NH4+], predict the reaction product. The product is: [CH3:13][O:12][C:10]1[C:9]2[C:4](=[CH:5][C:6]([C:14]3[C:19]([C:20]([F:23])([F:21])[F:22])=[CH:18][CH:17]=[CH:16][N:15]=3)=[CH:7][CH:8]=2)[N:3]=[CH:2][CH:11]=1.